From a dataset of Peptide-MHC class I binding affinity with 185,985 pairs from IEDB/IMGT. Regression. Given a peptide amino acid sequence and an MHC pseudo amino acid sequence, predict their binding affinity value. This is MHC class I binding data. (1) The peptide sequence is CEKLEQSGL. The MHC is HLA-B44:02 with pseudo-sequence HLA-B44:02. The binding affinity (normalized) is 0.534. (2) The peptide sequence is WRNATIPLFCA. The MHC is HLA-B27:05 with pseudo-sequence HLA-B27:05. The binding affinity (normalized) is 0.766.